This data is from TCR-epitope binding with 47,182 pairs between 192 epitopes and 23,139 TCRs. The task is: Binary Classification. Given a T-cell receptor sequence (or CDR3 region) and an epitope sequence, predict whether binding occurs between them. The epitope is FLPRVFSAV. The TCR CDR3 sequence is CASSLGLAEIQYF. Result: 1 (the TCR binds to the epitope).